From a dataset of Reaction yield outcomes from USPTO patents with 853,638 reactions. Predict the reaction yield, written as a fraction of the theoretical maximum amount of product (1.0 means a 100% yield; for example, 0.34 means a 34% yield). (1) The reactants are [CH2:1]([C:5]1[N:6]=[C:7]([CH3:27])[NH:8][C:9](=[O:26])[C:10]=1[CH2:11][C:12]1[CH:17]=[CH:16][C:15]([C:18]2[C:19]([C:24]#[N:25])=[CH:20][CH:21]=[CH:22][CH:23]=2)=[CH:14][CH:13]=1)[CH2:2][CH2:3][CH3:4].[H-].[Na+].Br[CH2:31][CH2:32][C:33]1[CH:38]=[CH:37][C:36]([F:39])=[CH:35][CH:34]=1.[Cl-].O[NH3+:42].[C:43](=[O:46])([O-])[OH:44].[Na+]. The catalyst is C(OCC)(=O)C.CS(C)=O.CN(C)C=O. The product is [CH2:1]([C:5]1[N:6]=[C:7]([CH3:27])[N:8]([CH2:31][CH2:32][C:33]2[CH:38]=[CH:37][C:36]([F:39])=[CH:35][CH:34]=2)[C:9](=[O:26])[C:10]=1[CH2:11][C:12]1[CH:17]=[CH:16][C:15]([C:18]2[CH:23]=[CH:22][CH:21]=[CH:20][C:19]=2[C:24]2[NH:42][C:43](=[O:46])[O:44][N:25]=2)=[CH:14][CH:13]=1)[CH2:2][CH2:3][CH3:4]. The yield is 0.160. (2) The yield is 0.450. No catalyst specified. The reactants are [N:1]1([C:7]2[C:8]3[N:16]=[C:15]([C:17]4[CH:18]=[N:19][CH:20]=[CH:21][CH:22]=4)[S:14][C:9]=3[N:10]=[C:11]([NH2:13])[N:12]=2)[CH2:6][CH2:5][NH:4][CH2:3][CH2:2]1.[F:23][C:24]([F:38])([F:37])[O:25][C:26]1[CH:36]=[CH:35][C:29]([O:30][CH2:31][C:32](O)=[O:33])=[CH:28][CH:27]=1. The product is [NH2:13][C:11]1[N:12]=[C:7]([N:1]2[CH2:6][CH2:5][N:4]([C:32](=[O:33])[CH2:31][O:30][C:29]3[CH:35]=[CH:36][C:26]([O:25][C:24]([F:37])([F:23])[F:38])=[CH:27][CH:28]=3)[CH2:3][CH2:2]2)[C:8]2[N:16]=[C:15]([C:17]3[CH:18]=[N:19][CH:20]=[CH:21][CH:22]=3)[S:14][C:9]=2[N:10]=1. (3) The reactants are [CH3:1][N:2]1[CH:7]=[C:6](B2OC(C)(C)C(C)(C)O2)[CH:5]=[C:4]([NH:17][C:18]2[CH:23]=[CH:22][C:21]([N:24]3[CH2:29][CH2:28][N:27]([CH3:30])[CH2:26][CH2:25]3)=[CH:20][N:19]=2)[C:3]1=[O:31].[C:32]([O:35][CH2:36][C:37]1[C:42]([N:43]2[CH2:54][CH2:53][N:52]3[C:45](=[CH:46][C:47]4[CH2:48][C:49]([CH3:56])([CH3:55])[CH2:50][C:51]=43)[C:44]2=[O:57])=[CH:41][CH:40]=[CH:39][C:38]=1Br)(=[O:34])[CH3:33]. The catalyst is C([O-])([O-])=O.[Na+].[Na+].COCCOC.C1C=CC([P]([Pd]([P](C2C=CC=CC=2)(C2C=CC=CC=2)C2C=CC=CC=2)([P](C2C=CC=CC=2)(C2C=CC=CC=2)C2C=CC=CC=2)[P](C2C=CC=CC=2)(C2C=CC=CC=2)C2C=CC=CC=2)(C2C=CC=CC=2)C2C=CC=CC=2)=CC=1. The product is [C:32]([O:35][CH2:36][C:37]1[C:38]([C:6]2[CH:5]=[C:4]([NH:17][C:18]3[CH:23]=[CH:22][C:21]([N:24]4[CH2:25][CH2:26][N:27]([CH3:30])[CH2:28][CH2:29]4)=[CH:20][N:19]=3)[C:3](=[O:31])[N:2]([CH3:1])[CH:7]=2)=[CH:39][CH:40]=[CH:41][C:42]=1[N:43]1[CH2:54][CH2:53][N:52]2[C:45](=[CH:46][C:47]3[CH2:48][C:49]([CH3:56])([CH3:55])[CH2:50][C:51]=32)[C:44]1=[O:57])(=[O:34])[CH3:33]. The yield is 0.260. (4) The reactants are [Cl:1][C:2]1[CH:11]=[C:10]2[C:5]([C:6]([NH:12][CH2:13][CH2:14][CH2:15][NH2:16])=[CH:7][CH:8]=[N:9]2)=[CH:4][CH:3]=1.C(Cl)CCl.[CH2:21]([N:23]([CH2:26][CH3:27])[CH2:24][CH3:25])[CH3:22].CN([CH:31]=[O:32])C. The product is [Cl:1][C:2]1[CH:11]=[C:10]2[C:5]([C:6]([N:12]([C:31](=[O:32])[CH2:22][CH2:21][N:23]([CH2:26][CH3:27])[CH2:24][CH3:25])[CH2:13][CH2:14][CH2:15][NH2:16])=[CH:7][CH:8]=[N:9]2)=[CH:4][CH:3]=1. The yield is 0.540. The catalyst is C(Cl)(Cl)Cl. (5) The reactants are C(COC)OC.Br[C:8]1[CH:9]=[N:10][C:11]([C:14]([N:16]2[CH2:21][CH2:20][N:19]([S:22]([C:25]3[NH:26][C:27]4[C:32]([CH:33]=3)=[CH:31][C:30]([Cl:34])=[CH:29][CH:28]=4)(=[O:24])=[O:23])[CH2:18][CH2:17]2)=[O:15])=[N:12][CH:13]=1.[N:35]1[CH:40]=[CH:39][C:38](OB(O)O)=[CH:37][CH:36]=1.[F-].[Cs+]. The catalyst is [Pd].C1(P(C2C=CC=CC=2)C2C=CC=CC=2)C=CC=CC=1.C1(P(C2C=CC=CC=2)C2C=CC=CC=2)C=CC=CC=1.C1(P(C2C=CC=CC=2)C2C=CC=CC=2)C=CC=CC=1.C1(P(C2C=CC=CC=2)C2C=CC=CC=2)C=CC=CC=1.CO. The product is [Cl:34][C:30]1[CH:31]=[C:32]2[C:27](=[CH:28][CH:29]=1)[NH:26][C:25]([S:22]([N:19]1[CH2:20][CH2:21][N:16]([C:14]([C:11]3[N:10]=[CH:9][C:8]([C:38]4[CH:39]=[CH:40][N:35]=[CH:36][CH:37]=4)=[CH:13][N:12]=3)=[O:15])[CH2:17][CH2:18]1)(=[O:24])=[O:23])=[CH:33]2. The yield is 0.400. (6) The reactants are [F:1][C:2]1[CH:7]=[CH:6][CH:5]=[C:4]([F:8])[N:3]=1.[Li+].CC([N-]C(C)C)C.[CH:17](N1CCCCC1)=[O:18].Cl. The catalyst is C1COCC1.CCOCC. The product is [F:1][C:2]1[C:7]([CH:17]=[O:18])=[CH:6][CH:5]=[C:4]([F:8])[N:3]=1. The yield is 0.600.